From a dataset of Peptide-MHC class I binding affinity with 185,985 pairs from IEDB/IMGT. Regression. Given a peptide amino acid sequence and an MHC pseudo amino acid sequence, predict their binding affinity value. This is MHC class I binding data. (1) The peptide sequence is TTELRTYTI. The MHC is HLA-A02:01 with pseudo-sequence HLA-A02:01. The binding affinity (normalized) is 0. (2) The peptide sequence is TCQGSEDIK. The MHC is HLA-A11:01 with pseudo-sequence HLA-A11:01. The binding affinity (normalized) is 0.110. (3) The binding affinity (normalized) is 0.0847. The peptide sequence is GSDKQVVGQ. The MHC is HLA-B07:02 with pseudo-sequence HLA-B07:02.